Task: Regression. Given two drug SMILES strings and cell line genomic features, predict the synergy score measuring deviation from expected non-interaction effect.. Dataset: NCI-60 drug combinations with 297,098 pairs across 59 cell lines (1) Drug 1: C1CC(=O)NC(=O)C1N2CC3=C(C2=O)C=CC=C3N. Drug 2: CC1C(C(=O)NC(C(=O)N2CCCC2C(=O)N(CC(=O)N(C(C(=O)O1)C(C)C)C)C)C(C)C)NC(=O)C3=C4C(=C(C=C3)C)OC5=C(C(=O)C(=C(C5=N4)C(=O)NC6C(OC(=O)C(N(C(=O)CN(C(=O)C7CCCN7C(=O)C(NC6=O)C(C)C)C)C)C(C)C)C)N)C. Cell line: HCC-2998. Synergy scores: CSS=3.26, Synergy_ZIP=8.40, Synergy_Bliss=13.7, Synergy_Loewe=12.8, Synergy_HSA=13.2. (2) Drug 1: CC1=C2C(C(=O)C3(C(CC4C(C3C(C(C2(C)C)(CC1OC(=O)C(C(C5=CC=CC=C5)NC(=O)OC(C)(C)C)O)O)OC(=O)C6=CC=CC=C6)(CO4)OC(=O)C)OC)C)OC. Drug 2: C1C(C(OC1N2C=NC3=C(N=C(N=C32)Cl)N)CO)O. Cell line: SK-MEL-5. Synergy scores: CSS=26.5, Synergy_ZIP=5.66, Synergy_Bliss=3.88, Synergy_Loewe=-16.9, Synergy_HSA=3.53. (3) Drug 1: CCC1(CC2CC(C3=C(CCN(C2)C1)C4=CC=CC=C4N3)(C5=C(C=C6C(=C5)C78CCN9C7C(C=CC9)(C(C(C8N6C=O)(C(=O)OC)O)OC(=O)C)CC)OC)C(=O)OC)O.OS(=O)(=O)O. Drug 2: CC1=C(C=C(C=C1)NC(=O)C2=CC=C(C=C2)CN3CCN(CC3)C)NC4=NC=CC(=N4)C5=CN=CC=C5. Cell line: DU-145. Synergy scores: CSS=3.28, Synergy_ZIP=-2.06, Synergy_Bliss=4.26, Synergy_Loewe=-11.6, Synergy_HSA=-0.661. (4) Drug 1: C1=CC(=CC=C1CCCC(=O)O)N(CCCl)CCCl. Drug 2: COCCOC1=C(C=C2C(=C1)C(=NC=N2)NC3=CC=CC(=C3)C#C)OCCOC.Cl. Cell line: OVCAR3. Synergy scores: CSS=17.5, Synergy_ZIP=-10.9, Synergy_Bliss=-8.93, Synergy_Loewe=-14.4, Synergy_HSA=-6.34. (5) Drug 2: COCCOC1=C(C=C2C(=C1)C(=NC=N2)NC3=CC=CC(=C3)C#C)OCCOC.Cl. Drug 1: C1=NC2=C(N=C(N=C2N1C3C(C(C(O3)CO)O)F)Cl)N. Synergy scores: CSS=37.7, Synergy_ZIP=-8.11, Synergy_Bliss=-0.00545, Synergy_Loewe=1.87, Synergy_HSA=1.68. Cell line: SK-MEL-5. (6) Synergy scores: CSS=44.7, Synergy_ZIP=0.531, Synergy_Bliss=2.57, Synergy_Loewe=-8.07, Synergy_HSA=5.59. Cell line: SNB-75. Drug 2: COC1=CC(=CC(=C1O)OC)C2C3C(COC3=O)C(C4=CC5=C(C=C24)OCO5)OC6C(C(C7C(O6)COC(O7)C8=CC=CS8)O)O. Drug 1: CC1=C2C(C(=O)C3(C(CC4C(C3C(C(C2(C)C)(CC1OC(=O)C(C(C5=CC=CC=C5)NC(=O)OC(C)(C)C)O)O)OC(=O)C6=CC=CC=C6)(CO4)OC(=O)C)OC)C)OC.